Dataset: Forward reaction prediction with 1.9M reactions from USPTO patents (1976-2016). Task: Predict the product of the given reaction. (1) Given the reactants [Cl:1][C:2]1[CH:8]=[C:7]([I:9])[C:5]([NH2:6])=[C:4]([F:10])[CH:3]=1.[CH:11]([S:13]([CH3:16])(=[O:15])=[O:14])=[CH2:12].C([O-])([O-])=O.[Cs+].[Cs+].CN(C=O)C, predict the reaction product. The product is: [Cl:1][C:2]1[CH:8]=[C:7]([I:9])[C:5]([NH:6][CH2:12][CH2:11][S:13]([CH3:16])(=[O:15])=[O:14])=[C:4]([F:10])[CH:3]=1. (2) The product is: [I:19][C:17]1[C:16](=[O:18])[N:8]2[CH2:9][C:10]3[C:15]([C:7]2=[N:6][C:5]=1[CH2:1][CH:2]([CH3:4])[CH3:3])=[CH:14][CH:13]=[CH:12][CH:11]=3. Given the reactants [CH2:1]([C:5]1[N:6]=[C:7]2[C:15]3[C:10](=[CH:11][CH:12]=[CH:13][CH:14]=3)[CH2:9][N:8]2[C:16](=[O:18])[CH:17]=1)[CH:2]([CH3:4])[CH3:3].[I:19]N1C(=O)CCC1=O.C(Cl)Cl, predict the reaction product. (3) Given the reactants [NH:1]([C:3]1[NH:4][C:5]2[C:10]([N:11]=1)=[C:9]([NH2:12])[N:8]=[CH:7][N:6]=2)[NH2:2].[C:13]([CH:16]1[C:21](=[O:22])[CH2:20][CH2:19][CH2:18][C:17]1=O)(=O)[CH3:14], predict the reaction product. The product is: [NH2:12][C:9]1[N:8]=[CH:7][N:6]=[C:5]2[C:10]=1[N:11]=[C:3]([N:1]1[C:17]3[CH2:18][CH2:19][CH2:20][C:21](=[O:22])[C:16]=3[C:13]([CH3:14])=[N:2]1)[NH:4]2.